The task is: Regression. Given two drug SMILES strings and cell line genomic features, predict the synergy score measuring deviation from expected non-interaction effect.. This data is from NCI-60 drug combinations with 297,098 pairs across 59 cell lines. (1) Synergy scores: CSS=47.1, Synergy_ZIP=3.74, Synergy_Bliss=7.52, Synergy_Loewe=2.90, Synergy_HSA=8.23. Drug 1: CCC1=CC2CC(C3=C(CN(C2)C1)C4=CC=CC=C4N3)(C5=C(C=C6C(=C5)C78CCN9C7C(C=CC9)(C(C(C8N6C)(C(=O)OC)O)OC(=O)C)CC)OC)C(=O)OC.C(C(C(=O)O)O)(C(=O)O)O. Cell line: SNB-19. Drug 2: CCN(CC)CCCC(C)NC1=C2C=C(C=CC2=NC3=C1C=CC(=C3)Cl)OC. (2) Drug 1: C1=NC2=C(N=C(N=C2N1C3C(C(C(O3)CO)O)O)F)N. Drug 2: C1CC(=O)NC(=O)C1N2C(=O)C3=CC=CC=C3C2=O. Cell line: SNB-19. Synergy scores: CSS=7.75, Synergy_ZIP=-6.06, Synergy_Bliss=0.753, Synergy_Loewe=-7.96, Synergy_HSA=-0.795. (3) Synergy scores: CSS=3.79, Synergy_ZIP=-2.38, Synergy_Bliss=-2.10, Synergy_Loewe=-2.56, Synergy_HSA=-1.58. Cell line: UO-31. Drug 1: CCC1=CC2CC(C3=C(CN(C2)C1)C4=CC=CC=C4N3)(C5=C(C=C6C(=C5)C78CCN9C7C(C=CC9)(C(C(C8N6C)(C(=O)OC)O)OC(=O)C)CC)OC)C(=O)OC.C(C(C(=O)O)O)(C(=O)O)O. Drug 2: C(CCl)NC(=O)N(CCCl)N=O. (4) Drug 1: C1CCN(CC1)CCOC2=CC=C(C=C2)C(=O)C3=C(SC4=C3C=CC(=C4)O)C5=CC=C(C=C5)O. Drug 2: CC(C)(C#N)C1=CC(=CC(=C1)CN2C=NC=N2)C(C)(C)C#N. Cell line: IGROV1. Synergy scores: CSS=1.36, Synergy_ZIP=-1.49, Synergy_Bliss=-1.58, Synergy_Loewe=-31.4, Synergy_HSA=-3.47. (5) Drug 1: C1=CC(=CC=C1CCC2=CNC3=C2C(=O)NC(=N3)N)C(=O)NC(CCC(=O)O)C(=O)O. Drug 2: CC1=CC2C(CCC3(C2CCC3(C(=O)C)OC(=O)C)C)C4(C1=CC(=O)CC4)C. Cell line: SR. Synergy scores: CSS=32.2, Synergy_ZIP=3.81, Synergy_Bliss=0.810, Synergy_Loewe=-32.2, Synergy_HSA=0.715. (6) Drug 1: CC12CCC(CC1=CCC3C2CCC4(C3CC=C4C5=CN=CC=C5)C)O. Drug 2: CN(CCCl)CCCl.Cl. Cell line: MALME-3M. Synergy scores: CSS=16.9, Synergy_ZIP=-3.12, Synergy_Bliss=4.20, Synergy_Loewe=-0.858, Synergy_HSA=2.95. (7) Drug 1: C1CC(C1)(C(=O)O)C(=O)O.[NH2-].[NH2-].[Pt+2]. Cell line: NCI/ADR-RES. Synergy scores: CSS=13.7, Synergy_ZIP=-8.03, Synergy_Bliss=-5.21, Synergy_Loewe=-7.85, Synergy_HSA=-2.15. Drug 2: C#CCC(CC1=CN=C2C(=N1)C(=NC(=N2)N)N)C3=CC=C(C=C3)C(=O)NC(CCC(=O)O)C(=O)O.